Predict the product of the given reaction. From a dataset of Forward reaction prediction with 1.9M reactions from USPTO patents (1976-2016). (1) Given the reactants CO[C:3]([C:5]1[N:6]([CH3:24])[N:7]=[C:8]([O:10][CH2:11][C:12]2[C:13]([C:18]3[CH:23]=[CH:22][CH:21]=[CH:20][N:19]=3)=[N:14][O:15][C:16]=2[CH3:17])[CH:9]=1)=[O:4].C[O:26][C:27]([C:29]1[NH:30]N=C(OCC2C(C3C=CC=CC=3)=NOC=2C)[CH:33]=1)=O.N[C@H](CO)C, predict the reaction product. The product is: [OH:26][CH2:27][C@@H:29]([NH:30][C:3]([C:5]1[N:6]([CH3:24])[N:7]=[C:8]([O:10][CH2:11][C:12]2[C:13]([C:18]3[CH:23]=[CH:22][CH:21]=[CH:20][N:19]=3)=[N:14][O:15][C:16]=2[CH3:17])[CH:9]=1)=[O:4])[CH3:33]. (2) Given the reactants Br[C:2]1[CH:7]=[CH:6][CH:5]=[C:4]([N:8]2[CH:12]=[CH:11][N:10]=[CH:9]2)[N:3]=1.C([Sn](CCCC)(CCCC)[C:18]1[N:22]2[CH:23]=[CH:24][C:25]([C:27]([F:30])([F:29])[F:28])=[N:26][C:21]2=[N:20][CH:19]=1)CCC, predict the reaction product. The product is: [N:8]1([C:4]2[N:3]=[C:2]([C:18]3[N:22]4[CH:23]=[CH:24][C:25]([C:27]([F:28])([F:29])[F:30])=[N:26][C:21]4=[N:20][CH:19]=3)[CH:7]=[CH:6][CH:5]=2)[CH:12]=[CH:11][N:10]=[CH:9]1. (3) Given the reactants [CH3:1][C:2]1[S:9][C:8]2[CH:7]=[C:6]([C:10](O)=O)[NH:5][C:4]=2[C:3]=1[N:13]([CH3:22])[S:14]([C:17]1[S:18][CH:19]=[CH:20][CH:21]=1)(=[O:16])=[O:15].Cl.C([S:43][CH2:44][CH2:45][NH2:46])(C1C=CC=CC=1)(C1C=CC=CC=1)C1C=CC=CC=1.N1(O)C2C=CC=CC=2N=N1.Cl.CN(C)CCCN=C=NCC.C1(P(=O)(C2C=CC=CC=2)C2C=CC=CC=2)C=CC=CC=1.FC(F)(F)S(OS(C(F)(F)F)(=O)=O)(=O)=O, predict the reaction product. The product is: [S:43]1[CH2:44][CH2:45][N:46]=[C:10]1[C:6]1[NH:5][C:4]2[C:3]([N:13]([CH3:22])[S:14]([C:17]3[S:18][CH:19]=[CH:20][CH:21]=3)(=[O:16])=[O:15])=[C:2]([CH3:1])[S:9][C:8]=2[CH:7]=1. (4) Given the reactants C([O:3][C:4]([C:6]1[CH:7]=[N:8][N:9]([C:11]2[NH:15][C:14]3[CH:16]=[C:17]([S:21]([CH2:23][CH3:24])=[O:22])[C:18]([Cl:20])=[CH:19][C:13]=3[N:12]=2)[CH:10]=1)=[O:5])C.C1COCC1.[OH-].[Li+], predict the reaction product. The product is: [Cl:20][C:18]1[C:17]([S:21]([CH2:23][CH3:24])=[O:22])=[CH:16][C:14]2[NH:15][C:11]([N:9]3[CH:10]=[C:6]([C:4]([OH:5])=[O:3])[CH:7]=[N:8]3)=[N:12][C:13]=2[CH:19]=1. (5) Given the reactants [NH2:1][C:2]1[C:11]2[N:12]=[C:13]([CH2:26][CH2:27][CH2:28][CH3:29])[N:14]([CH2:15][CH2:16][CH2:17][NH:18]C(=O)OC(C)(C)C)[C:10]=2[C:9]2[CH:8]=[CH:7][CH:6]=[CH:5][C:4]=2[N:3]=1.Cl, predict the reaction product. The product is: [NH2:18][CH2:17][CH2:16][CH2:15][N:14]1[C:10]2[C:9]3[CH:8]=[CH:7][CH:6]=[CH:5][C:4]=3[N:3]=[C:2]([NH2:1])[C:11]=2[N:12]=[C:13]1[CH2:26][CH2:27][CH2:28][CH3:29]. (6) Given the reactants [Cl:1][C:2]1[CH:3]=[CH:4][C:5]([O:22][CH3:23])=[C:6]([CH:8]2[CH2:13][CH2:12][N:11]([C:14]3([C:20]#N)[CH2:19][CH2:18][CH2:17][CH2:16][CH2:15]3)[CH2:10][CH2:9]2)[CH:7]=1.C[Mg]Br.C(OCCCC)CCC, predict the reaction product. The product is: [Cl:1][C:2]1[CH:3]=[CH:4][C:5]([O:22][CH3:23])=[C:6]([CH:8]2[CH2:9][CH2:10][N:11]([C:14]3([CH3:20])[CH2:15][CH2:16][CH2:17][CH2:18][CH2:19]3)[CH2:12][CH2:13]2)[CH:7]=1.